This data is from Full USPTO retrosynthesis dataset with 1.9M reactions from patents (1976-2016). The task is: Predict the reactants needed to synthesize the given product. (1) Given the product [CH3:18][S:19]([O:16][CH2:15][CH:13]1[CH2:12][O:11][CH2:10][C:9]([CH3:17])([CH3:8])[O:14]1)(=[O:21])=[O:20], predict the reactants needed to synthesize it. The reactants are: C(N(CC)CC)C.[CH3:8][C:9]1([CH3:17])[O:14][CH:13]([CH2:15][OH:16])[CH2:12][O:11][CH2:10]1.[CH3:18][S:19](Cl)(=[O:21])=[O:20]. (2) Given the product [C:12]([C:11]([C:10]1[C:4]2[O:3][C:2]([CH3:16])([CH3:1])[O:6][C:5]=2[C:7]([O:14][CH3:15])=[CH:8][CH:9]=1)([CH2:7][CH2:5][C:4]([O:3][CH3:2])=[O:23])[CH2:19][CH2:18][C:17]([O:21][CH3:22])=[O:20])#[N:13], predict the reactants needed to synthesize it. The reactants are: [CH3:1][C:2]1([CH3:16])[O:6][C:5]2[C:7]([O:14][CH3:15])=[CH:8][CH:9]=[C:10]([CH2:11][C:12]#[N:13])[C:4]=2[O:3]1.[C:17]([O:21][CH3:22])(=[O:20])[CH:18]=[CH2:19].[OH2:23].Cl. (3) Given the product [ClH:33].[ClH:1].[N+:3]([C:6]1[CH:18]=[CH:17][C:9]([CH2:10][N:11]2[CH2:16][CH2:15][N:14]([CH:20]([C:21]([C:23]3[CH:32]=[CH:31][C:30]4[C:25](=[CH:26][CH:27]=[C:28]([O:34][CH3:35])[C:29]=4[Cl:33])[CH:24]=3)=[O:22])[CH3:36])[CH2:13][CH2:12]2)=[CH:8][CH:7]=1)([O-:5])=[O:4], predict the reactants needed to synthesize it. The reactants are: [ClH:1].Cl.[N+:3]([C:6]1[CH:18]=[CH:17][C:9]([CH2:10][N:11]2[CH2:16][CH2:15][NH:14][CH2:13][CH2:12]2)=[CH:8][CH:7]=1)([O-:5])=[O:4].Br[CH:20]([CH3:36])[C:21]([C:23]1[CH:32]=[CH:31][C:30]2[C:25](=[CH:26][CH:27]=[C:28]([O:34][CH3:35])[C:29]=2[Cl:33])[CH:24]=1)=[O:22].C([O-])([O-])=O.[K+].[K+]. (4) Given the product [C:5]([O:4][C:1]1[CH:24]=[CH:23][C:22]([C@@H:21]2[C@@H:18]([S:17][CH2:16][C@H:15]([O:42][C:44](=[O:43])[CH3:45])[C:12]3[CH:13]=[CH:14][C:9]([F:8])=[CH:10][CH:11]=3)[C:19](=[O:41])[N:20]2[C:29]2[CH:34]=[CH:33][C:32]([C:35]3[CH:36]=[N:37][CH:38]=[CH:39][CH:40]=3)=[CH:31][CH:30]=2)=[CH:27][CH:2]=1)(=[O:7])[CH3:6], predict the reactants needed to synthesize it. The reactants are: [C:1]([O:4][C:5](=[O:7])[CH3:6])(=O)[CH3:2].[F:8][C:9]1[CH:14]=[CH:13][C:12]([C@@H:15]([OH:42])[CH2:16][S:17][C@@H:18]2[C@@H:21]([C:22]3[CH:27]=CC(O)=[CH:24][CH:23]=3)[N:20]([C:29]3[CH:34]=[CH:33][C:32]([C:35]4[CH:36]=[N:37][CH:38]=[CH:39][CH:40]=4)=[CH:31][CH:30]=3)[C:19]2=[O:41])=[CH:11][CH:10]=1.[O:43]1CC[CH2:45][CH2:44]1. (5) Given the product [Cl:12][CH2:13][CH2:14][CH2:15][O:9][C:5]1[CH:6]=[CH:7][CH:8]=[C:3]([O:2][CH3:1])[CH:4]=1, predict the reactants needed to synthesize it. The reactants are: [CH3:1][O:2][C:3]1[CH:4]=[C:5]([OH:9])[CH:6]=[CH:7][CH:8]=1.[H-].[Na+].[Cl:12][CH2:13][CH2:14][CH2:15]I.[Na+].[Cl-].